Dataset: Forward reaction prediction with 1.9M reactions from USPTO patents (1976-2016). Task: Predict the product of the given reaction. (1) The product is: [C:1]([C:5]1[CH:9]=[C:8]([NH:10][C:38](=[O:39])[O:37][C:31]2[CH:36]=[CH:35][CH:34]=[CH:33][CH:32]=2)[N:7]([C:11]2[CH:16]=[CH:15][CH:14]=[C:13]([O:17][Si:18]([C:21]([CH3:24])([CH3:23])[CH3:22])([CH3:19])[CH3:20])[CH:12]=2)[N:6]=1)([CH3:4])([CH3:2])[CH3:3]. Given the reactants [C:1]([C:5]1[CH:9]=[C:8]([NH2:10])[N:7]([C:11]2[CH:16]=[CH:15][CH:14]=[C:13]([O:17][Si:18]([C:21]([CH3:24])([CH3:23])[CH3:22])([CH3:20])[CH3:19])[CH:12]=2)[N:6]=1)([CH3:4])([CH3:3])[CH3:2].N1C=CC=CC=1.[C:31]1([O:37][C:38](Cl)=[O:39])[CH:36]=[CH:35][CH:34]=[CH:33][CH:32]=1, predict the reaction product. (2) Given the reactants [Cl:1][C:2]1[CH:3]=[C:4]([C:12]2[CH:17]=[C:16]([C:18]([F:21])([F:20])[F:19])[N:15]3[N:22]=[CH:23][C:24]([C:25](O)=[O:26])=[C:14]3[N:13]=2)[CH:5]=[CH:6][C:7]=1[C:8]([F:11])([F:10])[F:9].[S:28]([C:32]1[CH:33]=[C:34]([NH2:38])[CH:35]=[CH:36][CH:37]=1)(=[O:31])(=[O:30])[NH2:29], predict the reaction product. The product is: [S:28]([C:32]1[CH:33]=[C:34]([NH:38][C:25]([C:24]2[CH:23]=[N:22][N:15]3[C:16]([C:18]([F:19])([F:20])[F:21])=[CH:17][C:12]([C:4]4[CH:5]=[CH:6][C:7]([C:8]([F:10])([F:9])[F:11])=[C:2]([Cl:1])[CH:3]=4)=[N:13][C:14]=23)=[O:26])[CH:35]=[CH:36][CH:37]=1)(=[O:30])(=[O:31])[NH2:29]. (3) Given the reactants [OH:1][N:2]=[C:3]([C:10]1[N:11]([CH3:15])[CH:12]=[CH:13][N:14]=1)[C:4]1[CH:9]=[CH:8][CH:7]=[CH:6][CH:5]=1.Cl[CH2:17][C:18]1[N:23]=[C:22]([NH2:24])[CH:21]=[CH:20][N:19]=1.C(=O)([O-])[O-].[Cs+].[Cs+].[I-].[K+], predict the reaction product. The product is: [CH3:15][N:11]1[CH:12]=[CH:13][N:14]=[C:10]1[C:3](=[N:2][O:1][CH2:17][C:18]1[N:23]=[C:22]([NH2:24])[CH:21]=[CH:20][N:19]=1)[C:4]1[CH:5]=[CH:6][CH:7]=[CH:8][CH:9]=1. (4) Given the reactants C(OC([NH:8][C@@H:9]([CH:40]([CH3:42])[CH3:41])[C:10]([O:12][C:13]1[CH:18]=[CH:17][C:16]([C@@H:19]2[CH2:24][CH2:23][N:22]([C@@H:25]3[CH2:29][CH2:28][N:27]([CH2:30][C:31]4[CH:36]=[CH:35][C:34]([CH3:37])=[CH:33][CH:32]=4)[C:26]3=[O:38])[CH2:21][C@H:20]2[F:39])=[CH:15][CH:14]=1)=[O:11])=O)(C)(C)C.[ClH:43].C(OCC)C, predict the reaction product. The product is: [ClH:43].[NH2:8][C@@H:9]([CH:40]([CH3:42])[CH3:41])[C:10]([O:12][C:13]1[CH:18]=[CH:17][C:16]([C@@H:19]2[CH2:24][CH2:23][N:22]([C@@H:25]3[CH2:29][CH2:28][N:27]([CH2:30][C:31]4[CH:32]=[CH:33][C:34]([CH3:37])=[CH:35][CH:36]=4)[C:26]3=[O:38])[CH2:21][C@H:20]2[F:39])=[CH:15][CH:14]=1)=[O:11].